This data is from Full USPTO retrosynthesis dataset with 1.9M reactions from patents (1976-2016). The task is: Predict the reactants needed to synthesize the given product. (1) Given the product [Cl:18][C:19]1[CH:20]=[CH:21][C:22]([O:26][CH2:27][CH2:28][CH2:29][N:30]([CH3:31])[CH3:32])=[C:23]([NH:25][C:8]([NH:9][C:10]2[CH:15]=[N:14][C:13]([CH3:16])=[CH:12][N:11]=2)=[O:17])[CH:24]=1, predict the reactants needed to synthesize it. The reactants are: C1(O[C:8](=[O:17])[NH:9][C:10]2[CH:15]=[N:14][C:13]([CH3:16])=[CH:12][N:11]=2)C=CC=CC=1.[Cl:18][C:19]1[CH:20]=[CH:21][C:22]([O:26][CH2:27][CH2:28][CH2:29][N:30]([CH3:32])[CH3:31])=[C:23]([NH2:25])[CH:24]=1. (2) The reactants are: [C:1]1([CH2:7][C:8]([OH:10])=O)[CH:6]=[CH:5][CH:4]=[CH:3][CH:2]=1.[NH:11]1[C:15]2[CH:16]=[CH:17][CH:18]=[CH:19][C:14]=2[N:13]=[N:12]1.S(Cl)(Cl)=O. Given the product [N:11]1([C:8](=[O:10])[CH2:7][C:1]2[CH:2]=[CH:3][CH:4]=[CH:5][CH:6]=2)[C:15]2[CH:16]=[CH:17][CH:18]=[CH:19][C:14]=2[N:13]=[N:12]1, predict the reactants needed to synthesize it.